This data is from Blood-brain barrier penetration binary classification data from Martins et al.. The task is: Regression/Classification. Given a drug SMILES string, predict its absorption, distribution, metabolism, or excretion properties. Task type varies by dataset: regression for continuous measurements (e.g., permeability, clearance, half-life) or binary classification for categorical outcomes (e.g., BBB penetration, CYP inhibition). Dataset: bbb_martins. The compound is O=C1CN=C(C2=CCCCC2)c2cc(Cl)ccc2N1. The result is 1 (penetrates BBB).